This data is from Full USPTO retrosynthesis dataset with 1.9M reactions from patents (1976-2016). The task is: Predict the reactants needed to synthesize the given product. Given the product [Br:76][CH2:77][CH2:78][CH2:79][O:80][C:22]1[CH:23]=[C:24]([CH:25]=[CH:26][CH:27]=1)[CH2:28][N:29]1[CH:33]=[C:32]([C:34]2[CH:43]=[CH:42][CH:41]=[C:40]3[C:35]=2[CH2:36][CH2:37][CH2:38][N:39]3[C:44](=[O:57])[CH2:45][CH2:46][CH2:47][O:48][C:49]2[CH:54]=[CH:53][CH:52]=[C:51]([CH3:55])[C:50]=2[CH3:56])[CH:31]=[N:30]1, predict the reactants needed to synthesize it. The reactants are: C(OC(NC(NCCO[C:22]1[CH:27]=[CH:26][CH:25]=[C:24]([CH2:28][N:29]2[CH:33]=[C:32]([C:34]3[CH:43]=[CH:42][CH:41]=[C:40]4[C:35]=3[CH2:36][CH2:37][CH2:38][N:39]4[C:44](=[O:57])[CH2:45][CH2:46][CH2:47][O:48][C:49]3[CH:54]=[CH:53][CH:52]=[C:51]([CH3:55])[C:50]=3[CH3:56])[CH:31]=[N:30]2)[CH:23]=1)=NC(=O)OC(C)(C)C)=O)(C)(C)C.C(OC(NC(NC(OC(C)(C)C)=O)=N)=O)(C)(C)C.[Br:76][CH2:77][CH2:78][CH2:79][OH:80].